From a dataset of Catalyst prediction with 721,799 reactions and 888 catalyst types from USPTO. Predict which catalyst facilitates the given reaction. (1) Reactant: [CH3:1][C:2]1[CH:3]=[CH:4][C:5]2[CH2:6][C:7]3[C:20]([C:21](=O)[C:22]=2[CH:23]=1)=[CH:19][C:18]1[CH2:17][C:16]2[C:11](=[CH:12][C:13]([CH3:25])=[CH:14][CH:15]=2)[C:10](=O)[C:9]=1[CH:8]=3. Product: [CH3:1][C:2]1[CH:3]=[CH:4][C:5]2[C:22](=[CH:21][C:20]3[C:7]([CH:6]=2)=[CH:8][C:9]2[C:18](=[CH:17][C:16]4[C:11]([CH:10]=2)=[CH:12][C:13]([CH3:25])=[CH:14][CH:15]=4)[CH:19]=3)[CH:23]=1. The catalyst class is: 270. (2) Reactant: [CH3:1][C:2]([CH3:16])([CH3:15])[CH2:3][NH:4][C@H:5]([C:9]1[CH:14]=[CH:13][CH:12]=[CH:11][CH:10]=1)[C:6]([NH2:8])=[O:7].C(N(CC)CC)C.[Cl:24][C:25]1[CH:30]=[CH:29][C:28]([S:31](Cl)(=[O:33])=[O:32])=[CH:27][CH:26]=1. Product: [Cl:24][C:25]1[CH:30]=[CH:29][C:28]([S:31]([N:4]([CH2:3][C:2]([CH3:16])([CH3:15])[CH3:1])[C@H:5]([C:9]2[CH:14]=[CH:13][CH:12]=[CH:11][CH:10]=2)[C:6]([NH2:8])=[O:7])(=[O:33])=[O:32])=[CH:27][CH:26]=1. The catalyst class is: 503. (3) Reactant: [Cl:1][C:2]1[CH:3]=[C:4]([CH:8]=[CH:9][C:10]=1[O:11][C:12]([F:15])([F:14])[F:13])[C:5]([OH:7])=O.C(Cl)CCl.C1C=CC2N(O)N=NC=2C=1.[Cl:30][C:31]1[C:39]2[C:34](=[CH:35][CH:36]=[C:37]([C:40]([NH:42]O)=[NH:41])[CH:38]=2)[N:33]([CH2:44][CH2:45][C:46]([O:48][CH2:49][CH3:50])=[O:47])[CH:32]=1. Product: [Cl:30][C:31]1[C:39]2[C:34](=[CH:35][CH:36]=[C:37]([C:40]3[N:41]=[C:5]([C:4]4[CH:8]=[CH:9][C:10]([O:11][C:12]([F:15])([F:14])[F:13])=[C:2]([Cl:1])[CH:3]=4)[O:7][N:42]=3)[CH:38]=2)[N:33]([CH2:44][CH2:45][C:46]([O:48][CH2:49][CH3:50])=[O:47])[CH:32]=1. The catalyst class is: 3. (4) Reactant: [F:1][C:2]1[C:10]2[N:9]=[C:8]([CH:11]([C:13]3[N:14]([CH3:39])[C:15]4[CH:21]=[C:20]([C:22]([NH:24][CH2:25][CH2:26][O:27][C:28]5[CH:38]=[CH:37][CH:36]=[CH:35][C:29]=5[C:30]([O:32]CC)=[O:31])=[O:23])[CH:19]=[CH:18][C:16]=4[N:17]=3)[CH3:12])[NH:7][C:6]=2[C:5]([F:40])=[C:4]([F:41])[CH:3]=1.[OH-].[Na+].Cl. Product: [F:1][C:2]1[C:10]2[N:9]=[C:8]([CH:11]([C:13]3[N:14]([CH3:39])[C:15]4[CH:21]=[C:20]([C:22]([NH:24][CH2:25][CH2:26][O:27][C:28]5[CH:38]=[CH:37][CH:36]=[CH:35][C:29]=5[C:30]([OH:32])=[O:31])=[O:23])[CH:19]=[CH:18][C:16]=4[N:17]=3)[CH3:12])[NH:7][C:6]=2[C:5]([F:40])=[C:4]([F:41])[CH:3]=1. The catalyst class is: 5. (5) Reactant: [CH3:1][C:2]1[N:7]=[CH:6][C:5]([NH2:8])=[CH:4][CH:3]=1.[CH2:9](O)[CH:10](O)[CH2:11]O.OS(O)(=O)=O.[OH-].[Na+]. Product: [CH3:1][C:2]1[CH:3]=[CH:4][C:5]2[C:6](=[CH:9][CH:10]=[CH:11][N:8]=2)[N:7]=1. The catalyst class is: 6. (6) Reactant: Br[C:2]1[C:3](=[O:10])[N:4]([CH3:9])[CH:5]=[C:6]([Br:8])[CH:7]=1.[NH2:11][C:12]1[N:17]=[CH:16][C:15]([N:18]2[CH2:23][CH2:22][N:21]([C:24]([O:26][C:27]([CH3:30])([CH3:29])[CH3:28])=[O:25])[CH2:20][C:19]2=[O:31])=[CH:14][CH:13]=1.C(=O)([O-])[O-].[Cs+].[Cs+].CC1(C)C2C(=C(P(C3C=CC=CC=3)C3C=CC=CC=3)C=CC=2)OC2C(P(C3C=CC=CC=3)C3C=CC=CC=3)=CC=CC1=2. Product: [Br:8][C:6]1[CH:7]=[C:2]([NH:11][C:12]2[N:17]=[CH:16][C:15]([N:18]3[CH2:23][CH2:22][N:21]([C:24]([O:26][C:27]([CH3:29])([CH3:28])[CH3:30])=[O:25])[CH2:20][C:19]3=[O:31])=[CH:14][CH:13]=2)[C:3](=[O:10])[N:4]([CH3:9])[CH:5]=1. The catalyst class is: 102. (7) Reactant: [CH3:1][C:2]([O:8][C:9]1[CH:14]=[C:13]([C:15]([F:18])([F:17])[F:16])[CH:12]=[CH:11][N:10]=1)([CH3:7])[C:3]([O:5]C)=[O:4].[OH-].[Na+]. Product: [CH3:7][C:2]([O:8][C:9]1[CH:14]=[C:13]([C:15]([F:17])([F:18])[F:16])[CH:12]=[CH:11][N:10]=1)([CH3:1])[C:3]([OH:5])=[O:4]. The catalyst class is: 200.